Regression. Given two drug SMILES strings and cell line genomic features, predict the synergy score measuring deviation from expected non-interaction effect. From a dataset of NCI-60 drug combinations with 297,098 pairs across 59 cell lines. (1) Drug 1: CC1=C(N=C(N=C1N)C(CC(=O)N)NCC(C(=O)N)N)C(=O)NC(C(C2=CN=CN2)OC3C(C(C(C(O3)CO)O)O)OC4C(C(C(C(O4)CO)O)OC(=O)N)O)C(=O)NC(C)C(C(C)C(=O)NC(C(C)O)C(=O)NCCC5=NC(=CS5)C6=NC(=CS6)C(=O)NCCC[S+](C)C)O. Drug 2: C#CCC(CC1=CN=C2C(=N1)C(=NC(=N2)N)N)C3=CC=C(C=C3)C(=O)NC(CCC(=O)O)C(=O)O. Cell line: T-47D. Synergy scores: CSS=6.34, Synergy_ZIP=-0.729, Synergy_Bliss=2.76, Synergy_Loewe=1.20, Synergy_HSA=1.48. (2) Drug 1: CC(C)(C#N)C1=CC(=CC(=C1)CN2C=NC=N2)C(C)(C)C#N. Synergy scores: CSS=47.5, Synergy_ZIP=-0.535, Synergy_Bliss=1.41, Synergy_Loewe=4.17, Synergy_HSA=3.81. Drug 2: CC1C(C(CC(O1)OC2CC(CC3=C2C(=C4C(=C3O)C(=O)C5=C(C4=O)C(=CC=C5)OC)O)(C(=O)CO)O)N)O.Cl. Cell line: UO-31.